From a dataset of NCI-60 drug combinations with 297,098 pairs across 59 cell lines. Regression. Given two drug SMILES strings and cell line genomic features, predict the synergy score measuring deviation from expected non-interaction effect. (1) Synergy scores: CSS=1.35, Synergy_ZIP=1.25, Synergy_Bliss=4.14, Synergy_Loewe=2.73, Synergy_HSA=2.07. Drug 2: C1=CN(C=N1)CC(O)(P(=O)(O)O)P(=O)(O)O. Cell line: HS 578T. Drug 1: CC1CCC2CC(C(=CC=CC=CC(CC(C(=O)C(C(C(=CC(C(=O)CC(OC(=O)C3CCCCN3C(=O)C(=O)C1(O2)O)C(C)CC4CCC(C(C4)OC)O)C)C)O)OC)C)C)C)OC. (2) Drug 1: C1C(C(OC1N2C=NC3=C(N=C(N=C32)Cl)N)CO)O. Drug 2: CC1=C(C=C(C=C1)NC(=O)C2=CC=C(C=C2)CN3CCN(CC3)C)NC4=NC=CC(=N4)C5=CN=CC=C5. Cell line: MDA-MB-231. Synergy scores: CSS=30.8, Synergy_ZIP=0.787, Synergy_Bliss=-3.47, Synergy_Loewe=-13.9, Synergy_HSA=-2.52. (3) Drug 1: C1=NC2=C(N1)C(=S)N=C(N2)N. Drug 2: CC1C(C(CC(O1)OC2CC(CC3=C2C(=C4C(=C3O)C(=O)C5=C(C4=O)C(=CC=C5)OC)O)(C(=O)CO)O)N)O.Cl. Cell line: HCC-2998. Synergy scores: CSS=40.8, Synergy_ZIP=-16.0, Synergy_Bliss=-24.9, Synergy_Loewe=-22.0, Synergy_HSA=-20.4. (4) Drug 1: CS(=O)(=O)C1=CC(=C(C=C1)C(=O)NC2=CC(=C(C=C2)Cl)C3=CC=CC=N3)Cl. Drug 2: C1CN1P(=S)(N2CC2)N3CC3. Cell line: CAKI-1. Synergy scores: CSS=11.0, Synergy_ZIP=-4.32, Synergy_Bliss=0.344, Synergy_Loewe=-8.57, Synergy_HSA=0.994. (5) Drug 1: CC1C(C(=O)NC(C(=O)N2CCCC2C(=O)N(CC(=O)N(C(C(=O)O1)C(C)C)C)C)C(C)C)NC(=O)C3=C4C(=C(C=C3)C)OC5=C(C(=O)C(=C(C5=N4)C(=O)NC6C(OC(=O)C(N(C(=O)CN(C(=O)C7CCCN7C(=O)C(NC6=O)C(C)C)C)C)C(C)C)C)N)C. Drug 2: CC1C(C(CC(O1)OC2CC(CC3=C2C(=C4C(=C3O)C(=O)C5=C(C4=O)C(=CC=C5)OC)O)(C(=O)CO)O)N)O.Cl. Cell line: K-562. Synergy scores: CSS=46.2, Synergy_ZIP=4.97, Synergy_Bliss=4.77, Synergy_Loewe=-6.96, Synergy_HSA=5.18. (6) Drug 1: CC1=C2C(C(=O)C3(C(CC4C(C3C(C(C2(C)C)(CC1OC(=O)C(C(C5=CC=CC=C5)NC(=O)OC(C)(C)C)O)O)OC(=O)C6=CC=CC=C6)(CO4)OC(=O)C)OC)C)OC. Drug 2: C1CC(C1)(C(=O)O)C(=O)O.[NH2-].[NH2-].[Pt+2]. Cell line: SF-539. Synergy scores: CSS=71.8, Synergy_ZIP=4.02, Synergy_Bliss=5.55, Synergy_Loewe=7.02, Synergy_HSA=10.8. (7) Drug 1: C1C(C(OC1N2C=C(C(=O)NC2=O)F)CO)O. Drug 2: CC1=C(C(=CC=C1)Cl)NC(=O)C2=CN=C(S2)NC3=CC(=NC(=N3)C)N4CCN(CC4)CCO. Cell line: SF-295. Synergy scores: CSS=39.6, Synergy_ZIP=0.299, Synergy_Bliss=1.98, Synergy_Loewe=2.61, Synergy_HSA=2.28. (8) Drug 1: CC1CCC2CC(C(=CC=CC=CC(CC(C(=O)C(C(C(=CC(C(=O)CC(OC(=O)C3CCCCN3C(=O)C(=O)C1(O2)O)C(C)CC4CCC(C(C4)OC)OCCO)C)C)O)OC)C)C)C)OC. Drug 2: COCCOC1=C(C=C2C(=C1)C(=NC=N2)NC3=CC=CC(=C3)C#C)OCCOC.Cl. Cell line: SK-MEL-28. Synergy scores: CSS=3.51, Synergy_ZIP=-0.705, Synergy_Bliss=0.502, Synergy_Loewe=-0.348, Synergy_HSA=-0.257. (9) Drug 1: COC1=C(C=C2C(=C1)N=CN=C2NC3=CC(=C(C=C3)F)Cl)OCCCN4CCOCC4. Drug 2: C1=NC2=C(N1)C(=S)N=C(N2)N. Cell line: HCT-15. Synergy scores: CSS=48.5, Synergy_ZIP=-4.65, Synergy_Bliss=-1.55, Synergy_Loewe=-3.04, Synergy_HSA=2.99.